From a dataset of Retrosynthesis with 50K atom-mapped reactions and 10 reaction types from USPTO. Predict the reactants needed to synthesize the given product. (1) Given the product O=C(O)/C=C1\CN(C(C(=O)C2CC2)c2ccccc2F)CCC1S, predict the reactants needed to synthesize it. The reactants are: CCOC(=O)/C=C1\CN(C(C(=O)C2CC2)c2ccccc2F)CCC1S. (2) Given the product O=C(O)CCCc1ccc(-c2ccccc2)cc1, predict the reactants needed to synthesize it. The reactants are: CCOC(=O)CCCc1ccc(-c2ccccc2)cc1.